Dataset: Forward reaction prediction with 1.9M reactions from USPTO patents (1976-2016). Task: Predict the product of the given reaction. Given the reactants [Cl:1][C:2]1[N:10]=[CH:9][C:8]([C:11]([F:14])([F:13])[F:12])=[CH:7][C:3]=1[C:4]([OH:6])=[O:5].[CH3:15][Si](C=[N+]=[N-])(C)C, predict the reaction product. The product is: [Cl:1][C:2]1[N:10]=[CH:9][C:8]([C:11]([F:14])([F:12])[F:13])=[CH:7][C:3]=1[C:4]([O:6][CH3:15])=[O:5].